Task: Predict the reaction yield, written as a fraction of the theoretical maximum amount of product (1.0 means a 100% yield; for example, 0.34 means a 34% yield).. Dataset: Reaction yield outcomes from USPTO patents with 853,638 reactions The reactants are C(O)(=O)C.[NH:5]1[CH2:10][CH2:9][CH:8]([C@H:11]([OH:13])[CH3:12])[CH2:7][CH2:6]1.C([O-])([O-])=O.[K+].[K+].Cl[C:21]([O:23][CH:24]([CH3:26])[CH3:25])=[O:22]. The catalyst is O.C(Cl)Cl.CO. The product is [OH:13][C@@H:11]([CH:8]1[CH2:9][CH2:10][N:5]([C:21]([O:23][CH:24]([CH3:26])[CH3:25])=[O:22])[CH2:6][CH2:7]1)[CH3:12]. The yield is 0.980.